Dataset: Forward reaction prediction with 1.9M reactions from USPTO patents (1976-2016). Task: Predict the product of the given reaction. (1) Given the reactants Br[C:2]1[CH:3]=[C:4]([C:8]2[C:17]3[C:12](=[N:13][CH:14]=[CH:15][CH:16]=3)[N:11]=[C:10]([C:18]3[CH:23]=[C:22]([Cl:24])[CH:21]=[CH:20][C:19]=3[F:25])[CH:9]=2)[CH:5]=[N:6][CH:7]=1.C(N(CC)CC)C.[CH2:33]([Si:35]([C:40]#[CH:41])([CH2:38][CH3:39])[CH2:36][CH3:37])[CH3:34], predict the reaction product. The product is: [Cl:24][C:22]1[CH:21]=[CH:20][C:19]([F:25])=[C:18]([C:10]2[CH:9]=[C:8]([C:4]3[CH:5]=[N:6][CH:7]=[C:2]([C:34]#[C:33][Si:35]([CH2:40][CH3:41])([CH2:38][CH3:39])[CH2:36][CH3:37])[CH:3]=3)[C:17]3[C:12](=[N:13][CH:14]=[CH:15][CH:16]=3)[N:11]=2)[CH:23]=1. (2) Given the reactants [CH3:1][O:2][C:3](=[O:12])[C:4]1[CH:9]=[C:8]([OH:10])[CH:7]=[C:6]([OH:11])[CH:5]=1.[H-].[Na+].[CH2:15](Br)[CH:16]=[CH2:17].[NH4+].[Cl-], predict the reaction product. The product is: [CH3:1][O:2][C:3](=[O:12])[C:4]1[CH:5]=[C:6]([OH:11])[CH:7]=[C:8]([O:10][CH2:17][CH:16]=[CH2:15])[CH:9]=1.